From a dataset of Full USPTO retrosynthesis dataset with 1.9M reactions from patents (1976-2016). Predict the reactants needed to synthesize the given product. (1) Given the product [O:21]1[C:20]2[CH:24]=[CH:25][C:17]([C:6]3([C:31]([OH:34])=[O:33])[C:7]4[C:12](=[CH:11][CH:10]=[CH:9][CH:8]=4)[C:13](=[O:27])[CH2:5]3)=[CH:18][C:19]=2[O:23][CH2:22]1, predict the reactants needed to synthesize it. The reactants are: COC([C:5]1[C:6]([C:17]2[CH:25]=[CH:24][C:20]3[O:21][CH2:22][O:23][C:19]=3[CH:18]=2)(C#N)[C:7]2[C:12]([C:13]=1N)=[CH:11][CH:10]=[CH:9][CH:8]=2)=O.S(=O)(=O)(O)[OH:27].[C:31]([OH:34])(=[O:33])C. (2) The reactants are: [CH2:1]([N:3]1[C:12]2[C:7](=[CH:8][C:9]([F:30])=[C:10]([N:13]3[CH2:18][CH2:17][N:16]([CH2:19][C:20]([C:22]4[CH:27]=[CH:26][C:25]([O:28][CH3:29])=[CH:24][CH:23]=4)=O)[CH2:15][CH2:14]3)[CH:11]=2)[C:6](=[O:31])[C:5]([C:32]([OH:34])=[O:33])=[CH:4]1)[CH3:2].Cl.[NH2:36][OH:37]. Given the product [CH2:1]([N:3]1[C:12]2[C:7](=[CH:8][C:9]([F:30])=[C:10]([N:13]3[CH2:14][CH2:15][N:16]([CH2:19][C:20](=[N:36][OH:37])[C:22]4[CH:27]=[CH:26][C:25]([O:28][CH3:29])=[CH:24][CH:23]=4)[CH2:17][CH2:18]3)[CH:11]=2)[C:6](=[O:31])[C:5]([C:32]([OH:34])=[O:33])=[CH:4]1)[CH3:2], predict the reactants needed to synthesize it. (3) The reactants are: F[C:2]1[CH:7]=[C:6]([F:8])[CH:5]=[CH:4][C:3]=1[N+:9]([O-:11])=[O:10].[CH2:12]([NH2:15])[CH2:13][CH3:14].C([O-])([O-])=O.[K+].[K+]. Given the product [F:8][C:6]1[CH:5]=[CH:4][C:3]([N+:9]([O-:11])=[O:10])=[C:2]([NH:15][CH2:12][CH2:13][CH3:14])[CH:7]=1, predict the reactants needed to synthesize it. (4) Given the product [C:1]([NH:5][C:6]([C:8]1[C:16]2[C:11](=[N:12][CH:13]=[C:14]([N:17]3[C:25]4[C:20](=[CH:21][CH:22]=[C:23]([C:26]([F:27])([F:29])[F:28])[CH:24]=4)[CH:19]=[N:18]3)[N:15]=2)[NH:10][CH:9]=1)=[O:7])([CH3:4])([CH3:2])[CH3:3], predict the reactants needed to synthesize it. The reactants are: [C:1]([NH:5][C:6]([C:8]1[C:16]2[C:11](=[N:12][CH:13]=[C:14]([N:17]3[C:25]4[C:20](=[CH:21][CH:22]=[C:23]([C:26]([F:29])([F:28])[F:27])[CH:24]=4)[CH:19]=[N:18]3)[N:15]=2)[N:10](COCC[Si](C)(C)C)[CH:9]=1)=[O:7])([CH3:4])([CH3:3])[CH3:2].FC(F)(F)C(O)=O. (5) Given the product [F:25][C:26]1[CH:44]=[CH:43][CH:42]=[CH:41][C:27]=1[C:28]([NH:30][C:31]1[CH:32]=[CH:33][C:34]([C:37]2[O:38][C:12]([NH:11][CH2:10][CH2:9][CH2:21][CH2:20][N:17]3[CH2:16][CH2:15][CH:14]([F:13])[CH2:19][CH2:18]3)=[N:8][N:39]=2)=[CH:35][CH:36]=1)=[O:29], predict the reactants needed to synthesize it. The reactants are: [CH:10]1[N:11]=[CH:12][N:8](C([N:8]2[CH:12]=[N:11][CH:10]=[CH:9]2)=S)[CH:9]=1.[F:13][CH:14]1[CH2:19][CH2:18][N:17]([CH2:20][CH2:21]CCN)[CH2:16][CH2:15]1.[F:25][C:26]1[CH:44]=[CH:43][CH:42]=[CH:41][C:27]=1[C:28]([NH:30][C:31]1[CH:36]=[CH:35][C:34]([C:37]([NH:39]N)=[O:38])=[CH:33][CH:32]=1)=[O:29].Cl.CN(C)CCCN=C=NCC. (6) Given the product [N:30]1([C:7]2[CH:12]=[CH:11][C:10]([C:13]3[NH:21][C:16]4=[N:17][CH:18]=[CH:19][N:20]=[C:15]4[CH:14]=3)=[CH:9][CH:8]=2)[CH2:34][CH2:33][CH2:32][CH2:31]1, predict the reactants needed to synthesize it. The reactants are: FC(F)(F)S(O[C:7]1[CH:12]=[CH:11][C:10]([C:13]2[NH:21][C:16]3=[N:17][CH:18]=[CH:19][N:20]=[C:15]3[CH:14]=2)=[CH:9][CH:8]=1)(=O)=O.O1CCOCC1.[NH:30]1[CH2:34][CH2:33][CH2:32][CH2:31]1.C(OCC)(=O)C.